Task: Predict the reaction yield, written as a fraction of the theoretical maximum amount of product (1.0 means a 100% yield; for example, 0.34 means a 34% yield).. Dataset: Reaction yield outcomes from USPTO patents with 853,638 reactions (1) The reactants are [CH3:1][C:2]1[C:16](=[O:17])[N:15]=[C:14]2[N:4]([C@@H:5]3[O:9][C@H:8]([CH2:10][OH:11])[C@@H:7]([OH:12])[C@@H:6]3[O:13]2)[CH:3]=1.[CH3:18][O:19][CH2:20][CH2:21][O:22]B([O:22][CH2:21][CH2:20][O:19][CH3:18])[O:22][CH2:21][CH2:20][O:19][CH3:18]. The catalyst is COCCO. The product is [CH3:18][O:19][CH2:20][CH2:21][O:22][C@@H:6]1[C@H:7]([OH:12])[C@@H:8]([CH2:10][OH:11])[O:9][C@H:5]1[N:4]1[CH:3]=[C:2]([CH3:1])[C:16](=[O:17])[NH:15][C:14]1=[O:13]. The yield is 0.630. (2) The reactants are [N:1]1([C:6]2[CH:13]=[CH:12][CH:11]=[CH:10][C:7]=2[C:8]#[N:9])[CH:5]=[N:4][CH:3]=[N:2]1.[ClH:14]. The catalyst is C(O)C.[Pd]. The product is [ClH:14].[N:1]1([C:6]2[CH:13]=[CH:12][CH:11]=[CH:10][C:7]=2[CH2:8][NH2:9])[CH:5]=[N:4][CH:3]=[N:2]1. The yield is 0.750. (3) The reactants are [F:1][C:2]([F:11])([F:10])[C:3]1[CH:9]=[CH:8][C:6]([NH2:7])=[CH:5][CH:4]=1.[C:12]([N:17]1[CH2:21][CH2:20][O:19][C:18]1=[O:22])(=[O:16])/[CH:13]=[CH:14]/[CH3:15].[Cl-].[NH4+]. The catalyst is C1(C)C=CC=CC=1. The product is [F:1][C:2]([F:10])([F:11])[C:3]1[CH:9]=[CH:8][C:6]([NH:7][CH:14]([CH3:15])[CH2:13][C:12]([N:17]2[CH2:21][CH2:20][O:19][C:18]2=[O:22])=[O:16])=[CH:5][CH:4]=1. The yield is 0.750.